From a dataset of Reaction yield outcomes from USPTO patents with 853,638 reactions. Predict the reaction yield, written as a fraction of the theoretical maximum amount of product (1.0 means a 100% yield; for example, 0.34 means a 34% yield). (1) The yield is 0.890. The product is [O:10]1[C:6]2[CH:5]=[CH:4][N:3]=[C:2]([NH2:30])[C:7]=2[CH:8]=[CH:9]1. The catalyst is C1(C)C=CC=CC=1.CCOCC.C1C=CC(/C=C/C(/C=C/C2C=CC=CC=2)=O)=CC=1.C1C=CC(/C=C/C(/C=C/C2C=CC=CC=2)=O)=CC=1.C1C=CC(/C=C/C(/C=C/C2C=CC=CC=2)=O)=CC=1.[Pd].[Pd].C1C=CC(P(C2C(C3C(P(C4C=CC=CC=4)C4C=CC=CC=4)=CC=C4C=3C=CC=C4)=C3C(C=CC=C3)=CC=2)C2C=CC=CC=2)=CC=1. The reactants are Cl[C:2]1[C:7]2[CH:8]=[CH:9][O:10][C:6]=2[CH:5]=[CH:4][N:3]=1.CC(C)([O-])C.[Na+].C(=[NH:30])(C1C=CC=CC=1)C1C=CC=CC=1.NO. (2) The reactants are Br[CH2:2][C:3]([C:5]1[C:10]([CH3:11])=[CH:9][C:8]([O:12][C:13]2[CH:18]=[CH:17][C:16]([O:19][CH3:20])=[CH:15][CH:14]=2)=[CH:7][C:6]=1[CH3:21])=O.[NH2:22][C:23]([NH2:25])=[S:24]. The catalyst is CCO. The product is [CH3:20][O:19][C:16]1[CH:17]=[CH:18][C:13]([O:12][C:8]2[CH:9]=[C:10]([CH3:11])[C:5]([C:3]3[N:22]=[C:23]([NH2:25])[S:24][CH:2]=3)=[C:6]([CH3:21])[CH:7]=2)=[CH:14][CH:15]=1. The yield is 0.680.